Task: Predict the reaction yield, written as a fraction of the theoretical maximum amount of product (1.0 means a 100% yield; for example, 0.34 means a 34% yield).. Dataset: Reaction yield outcomes from USPTO patents with 853,638 reactions (1) The reactants are Br[C:2]1[C:3]([O:18][C:19]2[CH:24]=[CH:23][CH:22]=[CH:21][CH:20]=2)=[C:4]2[C:9](=[CH:10][CH:11]=1)[N:8]([C:12]([CH:14]1[CH2:16][CH2:15]1)=[O:13])[C@@H:7]([CH3:17])[CH2:6][CH2:5]2.C(=O)([O-])[O-].[Cs+].[Cs+].CC1(C)C(C)(C)OB([C:39]2[CH:40]=[N:41][N:42](C(OC(C)(C)C)=O)[CH:43]=2)O1.O1CCOCC1. The catalyst is C1C=CC(P(C2C=CC=CC=2)[C-]2C=CC=C2)=CC=1.C1C=CC(P(C2C=CC=CC=2)[C-]2C=CC=C2)=CC=1.Cl[Pd]Cl.[Fe+2].ClCCl.O. The product is [CH:14]1([C:12]([N:8]2[C:9]3[C:4](=[C:3]([O:18][C:19]4[CH:20]=[CH:21][CH:22]=[CH:23][CH:24]=4)[C:2]([C:39]4[CH:40]=[N:41][NH:42][CH:43]=4)=[CH:11][CH:10]=3)[CH2:5][CH2:6][C@@H:7]2[CH3:17])=[O:13])[CH2:15][CH2:16]1. The yield is 0.520. (2) The reactants are [CH3:1][O:2][C:3](=[O:20])[C:4]1[CH:9]=[C:8]([CH:10]=[O:11])[C:7]([C:12]([F:15])([F:14])[F:13])=[CH:6][C:5]=1[NH:16][C:17](=[O:19])[CH3:18].[CH2:21]([Mg]Cl)[CH2:22][CH3:23]. The catalyst is CCOCC. The product is [CH3:1][O:2][C:3](=[O:20])[C:4]1[CH:9]=[C:8]([CH:10]([OH:11])[CH2:21][CH2:22][CH3:23])[C:7]([C:12]([F:15])([F:14])[F:13])=[CH:6][C:5]=1[NH:16][C:17](=[O:19])[CH3:18]. The yield is 0.230. (3) The reactants are [CH2:1]([C:5]1[N:13]=[C:12]([C:14]([F:17])([F:16])[F:15])[N:11]=[C:10]2[C:6]=1[NH:7][CH:8]=[N:9]2)[CH2:2][CH2:3][CH3:4].Br[CH:19]1[CH2:23][CH2:22][CH2:21][CH2:20]1.C(=O)([O-])[O-].[K+].[K+]. The catalyst is CN(C)C=O. The product is [CH2:1]([C:5]1[N:13]=[C:12]([C:14]([F:15])([F:16])[F:17])[N:11]=[C:10]2[C:6]=1[N:7]=[CH:8][N:9]2[CH:19]1[CH2:23][CH2:22][CH2:21][CH2:20]1)[CH2:2][CH2:3][CH3:4]. The yield is 0.600.